Dataset: Reaction yield outcomes from USPTO patents with 853,638 reactions. Task: Predict the reaction yield, written as a fraction of the theoretical maximum amount of product (1.0 means a 100% yield; for example, 0.34 means a 34% yield). (1) The reactants are [C:1]1([C:7]2[CH:12]=[C:11]([CH2:13][CH2:14][S:15](=[O:20])(=[O:19])[N:16]([CH3:18])[CH3:17])[CH:10]=[CH:9][C:8]=2[NH:21][C:22]([C:24]2[N:25](COCC[Si](C)(C)C)[CH:26]=[C:27]([C:29]#[N:30])[N:28]=2)=[O:23])[CH2:6][CH2:5][CH2:4][CH2:3][CH:2]=1.CCO.C(O)(C(F)(F)F)=O.CO. The catalyst is C(Cl)Cl. The product is [C:1]1([C:7]2[CH:12]=[C:11]([CH2:13][CH2:14][S:15](=[O:19])(=[O:20])[N:16]([CH3:17])[CH3:18])[CH:10]=[CH:9][C:8]=2[NH:21][C:22]([C:24]2[NH:25][CH:26]=[C:27]([C:29]#[N:30])[N:28]=2)=[O:23])[CH2:6][CH2:5][CH2:4][CH2:3][CH:2]=1. The yield is 0.670. (2) The reactants are [Cl-].[F:2][C:3]1([F:9])[CH2:8][CH2:7][NH2+:6][CH2:5][CH2:4]1.CCN(C(C)C)C(C)C.[Br:19][C:20]1[CH:25]=[CH:24][C:23]([CH:26]([N:39]=[C:40]=[O:41])[C:27]([C@@H:29]2[CH2:34][CH2:33][CH2:32][CH2:31][C@H:30]2[C:35]([O:37][CH3:38])=[O:36])=[O:28])=[CH:22][CH:21]=1. The catalyst is ClCCl. The product is [Br:19][C:20]1[CH:21]=[CH:22][C:23]([CH:26]([NH:39][C:40]([N:6]2[CH2:7][CH2:8][C:3]([F:9])([F:2])[CH2:4][CH2:5]2)=[O:41])[C:27]([C@@H:29]2[CH2:34][CH2:33][CH2:32][CH2:31][C@H:30]2[C:35]([O:37][CH3:38])=[O:36])=[O:28])=[CH:24][CH:25]=1. The yield is 0.380. (3) The reactants are C[O:2][C:3]([C:5]1[CH:9]=[C:8]([C:10]2[CH:11]=[C:12]([C:16]3[CH:21]=[CH:20][CH:19]=[C:18]([C:22]4[O:26][N:25]=[C:24]([C:27]([O:29]C)=[O:28])[CH:23]=4)[CH:17]=3)[CH:13]=[CH:14][CH:15]=2)[O:7][N:6]=1)=[O:4]. The catalyst is [OH-].[Na+].CO.O. The product is [C:3]([C:5]1[CH:9]=[C:8]([C:10]2[CH:11]=[C:12]([C:16]3[CH:21]=[CH:20][CH:19]=[C:18]([C:22]4[O:26][N:25]=[C:24]([C:27]([OH:29])=[O:28])[CH:23]=4)[CH:17]=3)[CH:13]=[CH:14][CH:15]=2)[O:7][N:6]=1)([OH:4])=[O:2]. The yield is 0.360. (4) No catalyst specified. The yield is 0.600. The product is [Cl:17][C:11]1[CH:12]=[C:13]([F:16])[CH:14]=[CH:15][C:10]=1[C:9](=[O:18])[CH2:6][C:2]#[N:1]. The reactants are [NH2:1][C:2]1[CH:6]=CNN=1.CO[C:9](=[O:18])[C:10]1[CH:15]=[CH:14][C:13]([F:16])=[CH:12][C:11]=1[Cl:17].